Dataset: Forward reaction prediction with 1.9M reactions from USPTO patents (1976-2016). Task: Predict the product of the given reaction. (1) Given the reactants Br[C:2]1[CH:7]=[CH:6][C:5]([F:8])=[C:4]([CH:9]=[CH:10][O:11][CH3:12])[CH:3]=1.C([Mg]Cl)(C)C.C([Li])CCC.[CH:23](N1CCOCC1)=[O:24].[Cl-].[NH4+], predict the reaction product. The product is: [F:8][C:5]1[CH:6]=[CH:7][C:2]([CH:23]=[O:24])=[CH:3][C:4]=1[CH:9]=[CH:10][O:11][CH3:12]. (2) Given the reactants [C:1]([O:5][OH:6])([CH3:4])([CH3:3])[CH3:2].[OH-].[Na+].[C:9](Cl)(=[O:16])[C:10]1[CH:15]=[CH:14][CH:13]=[CH:12][CH:11]=1.Cl, predict the reaction product. The product is: [C:9]([O:6][O:5][C:1]([CH3:4])([CH3:3])[CH3:2])(=[O:16])[C:10]1[CH:15]=[CH:14][CH:13]=[CH:12][CH:11]=1.